This data is from Full USPTO retrosynthesis dataset with 1.9M reactions from patents (1976-2016). The task is: Predict the reactants needed to synthesize the given product. (1) Given the product [S:10]1[CH:11]=[CH:12][C:8]([C:6]2[N:7]=[C:2]([NH:25][C:26]3[CH:31]=[CH:30][C:29]([N:32]4[CH2:33][CH2:34][S:35](=[O:39])(=[O:38])[CH2:36][CH2:37]4)=[CH:28][CH:27]=3)[C:3]3[NH:15][N:14]=[CH:13][C:4]=3[N:5]=2)=[CH:9]1, predict the reactants needed to synthesize it. The reactants are: Cl[C:2]1[C:3]2[C:4](=[CH:13][N:14](CC3C=CC(OC)=CC=3)[N:15]=2)[N:5]=[C:6]([C:8]2[CH:12]=[CH:11][S:10][CH:9]=2)[N:7]=1.[NH2:25][C:26]1[CH:31]=[CH:30][C:29]([N:32]2[CH2:37][CH2:36][S:35](=[O:39])(=[O:38])[CH2:34][CH2:33]2)=[CH:28][CH:27]=1.Cl. (2) Given the product [C:27]([O:31][C:32]([N:34]1[CH2:37][CH:36]([CH:38]([C:40]2[CH:45]=[CH:44][C:43]([Cl:46])=[CH:42][CH:41]=2)[I:20])[CH2:35]1)=[O:33])([CH3:30])([CH3:29])[CH3:28], predict the reactants needed to synthesize it. The reactants are: C1(P(C2C=CC=CC=2)C2C=CC=CC=2)C=CC=CC=1.[I:20]I.N1C=CN=C1.[C:27]([O:31][C:32]([N:34]1[CH2:37][CH:36]([CH:38]([C:40]2[CH:45]=[CH:44][C:43]([Cl:46])=[CH:42][CH:41]=2)O)[CH2:35]1)=[O:33])([CH3:30])([CH3:29])[CH3:28].